Dataset: Forward reaction prediction with 1.9M reactions from USPTO patents (1976-2016). Task: Predict the product of the given reaction. (1) Given the reactants Cl[C:2]1[C:7]([C:8]#[C:9][C:10]2[CH:11]=[N:12][C:13]([NH2:16])=[CH:14][CH:15]=2)=[C:6]([CH3:17])[N:5]=[CH:4][N:3]=1.[C:18]([O-:21])([O-])=O.[Cs+].[Cs+].[CH3:24][CH2:25]O.[CH3:27][OH:28], predict the reaction product. The product is: [CH3:27][O:28][C:18](=[O:21])[C:25]1[CH:24]=[CH:2][C:7]([C:2]2[C:7]([C:8]#[C:9][C:10]3[CH:11]=[N:12][C:13]([NH2:16])=[CH:14][CH:15]=3)=[C:6]([CH3:17])[N:5]=[CH:4][N:3]=2)=[CH:6][CH:17]=1. (2) Given the reactants [CH2:1]([O:3][C:4](=[O:43])[CH2:5][CH2:6][C:7]([C:9]1[CH:10]=[C:11]2[C:19](=[CH:20][CH:21]=1)[N:18]([CH2:22][CH:23]([CH2:28][CH3:29])[CH2:24][CH2:25][CH2:26][CH3:27])[C:17]1[C:12]2=[CH:13][C:14]([C:34](=[O:42])[C:35]2[CH:40]=[CH:39][C:38](F)=[CH:37][CH:36]=2)=[C:15]2[CH:33]=[CH:32][CH:31]=[CH:30][C:16]2=1)=[O:8])[CH3:2].C([O-])([O-])=O.[K+].[K+].[CH:50]1[C:62]2[NH:61][C:60]3[C:55](=[CH:56][CH:57]=[CH:58][CH:59]=3)[C:54]=2[CH:53]=[CH:52][CH:51]=1.O, predict the reaction product. The product is: [CH2:1]([O:3][C:4](=[O:43])[CH2:5][CH2:6][C:7]([C:9]1[CH:10]=[C:11]2[C:19](=[CH:20][CH:21]=1)[N:18]([CH2:22][CH:23]([CH2:28][CH3:29])[CH2:24][CH2:25][CH2:26][CH3:27])[C:17]1[C:12]2=[CH:13][C:14]([C:34](=[O:42])[C:35]2[CH:40]=[CH:39][C:38]([N:61]3[C:62]4[CH:50]=[CH:51][CH:52]=[CH:53][C:54]=4[C:55]4[C:60]3=[CH:59][CH:58]=[CH:57][CH:56]=4)=[CH:37][CH:36]=2)=[C:15]2[CH:33]=[CH:32][CH:31]=[CH:30][C:16]2=1)=[O:8])[CH3:2]. (3) The product is: [Cl:1][C:2]1[CH:3]=[CH:4][C:5]([C:8]2[N:9]([CH2:23][C@H:24]([OH:29])[C:25]([F:26])([F:28])[F:27])[C:10](=[O:22])[N:11]([CH2:13][C:14]3[N:18]=[C:17]([CH:19]([OH:21])[CH3:20])[N:16]([C:35]4[CH:34]=[CH:33][CH:32]=[C:31]([F:30])[CH:36]=4)[N:15]=3)[N:12]=2)=[CH:6][CH:7]=1. Given the reactants [Cl:1][C:2]1[CH:7]=[CH:6][C:5]([C:8]2[N:9]([CH2:23][C@H:24]([OH:29])[C:25]([F:28])([F:27])[F:26])[C:10](=[O:22])[N:11]([CH2:13][C:14]3[N:18]=[C:17]([CH:19]([OH:21])[CH3:20])[NH:16][N:15]=3)[N:12]=2)=[CH:4][CH:3]=1.[F:30][C:31]1[CH:32]=[C:33](B(O)O)[CH:34]=[CH:35][CH:36]=1.B(O)O, predict the reaction product. (4) Given the reactants Br[C:2]1[CH:3]=[C:4]([NH:10][C@@H:11]2[CH2:16][CH2:15][CH2:14][CH2:13][C@@H:12]2[NH:17]C(=O)OC(C)(C)C)[CH:5]=[N:6][C:7]=1[C:8]#[N:9].[NH2:25][C:26]1[CH:35]=[C:34]2[C:29]([CH:30]=[CH:31][CH:32]=[N:33]2)=[CH:28][CH:27]=1.O(C1C=CC=CC=1)[Na].O.O.O.CC1(C)C2C(=C(P(C3C=CC=CC=3)C3C=CC=CC=3)C=CC=2)OC2C(P(C3C=CC=CC=3)C3C=CC=CC=3)=CC=CC1=2, predict the reaction product. The product is: [NH2:17][C@H:12]1[CH2:13][CH2:14][CH2:15][CH2:16][C@H:11]1[NH:10][C:4]1[CH:3]=[C:2]([NH:25][C:26]2[CH:35]=[C:34]3[C:29]([CH:30]=[CH:31][CH:32]=[N:33]3)=[CH:28][CH:27]=2)[C:7]([C:8]#[N:9])=[N:6][CH:5]=1. (5) Given the reactants [F:1][C:2]([F:9])([F:8])[CH2:3][CH2:4][C:5]([OH:7])=[O:6].FC(F)(F)CCCC(O[C:18]([CH3:21])([CH3:20])[CH3:19])=O, predict the reaction product. The product is: [F:1][C:2]([F:9])([F:8])[CH2:3][CH2:4][C:5]([O:7][C:18]([CH3:21])([CH3:20])[CH3:19])=[O:6].